This data is from Forward reaction prediction with 1.9M reactions from USPTO patents (1976-2016). The task is: Predict the product of the given reaction. (1) Given the reactants O1C2C=CC=CC=2N=C1N[C@H]1CCC[C@H]1NC(=O)C1C(OCC)=CC=CC=1OCC.[Cl:31][C:32]1[CH:33]=[CH:34][C:35]([N:41]2[CH:45]=[CH:44][CH:43]=[N:42]2)=[C:36]([CH:40]=1)[C:37]([OH:39])=O.C(N(CC)CC)C.Cl.[F:54][C:55]1[CH:70]=[CH:69][C:58]2[N:59]=[C:60]([NH:62][C@H:63]3[CH2:67][CH2:66][CH2:65][C@@H:64]3[NH2:68])[S:61][C:57]=2[CH:56]=1, predict the reaction product. The product is: [Cl:31][C:32]1[CH:33]=[CH:34][C:35]([N:41]2[CH:45]=[CH:44][CH:43]=[N:42]2)=[C:36]([CH:40]=1)[C:37]([NH:68][C@H:64]1[CH2:65][CH2:66][CH2:67][C@@H:63]1[NH:62][C:60]1[S:61][C:57]2[CH:56]=[C:55]([F:54])[CH:70]=[CH:69][C:58]=2[N:59]=1)=[O:39]. (2) Given the reactants I[C:2]1[S:6][CH:5]=[C:4]([C:7]([O:9][CH3:10])=[O:8])[C:3]=1[CH3:11].[H-].[Na+].[CH3:14][C:15]1([CH3:22])[C:19]([CH3:21])([CH3:20])[O:18][BH:17][O:16]1.[Br-].B([O-])[O-].B(O)O, predict the reaction product. The product is: [CH3:11][C:3]1[C:4]([C:7]([O:9][CH3:10])=[O:8])=[CH:5][S:6][C:2]=1[B:17]1[O:18][C:19]([CH3:21])([CH3:20])[C:15]([CH3:22])([CH3:14])[O:16]1. (3) Given the reactants [C:1]([O:5][C:6]([N:8]([C@H:16]1[CH2:24][CH2:23][CH2:22][C@H:21]([OH:25])[C@@H:20]([O:26][CH2:27][CH:28]([CH3:30])[CH3:29])[C@H:19]([CH3:31])[O:18][C:17]1=[O:32])[C:9](=[O:15])[O:10][C:11]([CH3:14])([CH3:13])[CH3:12])=[O:7])([CH3:4])([CH3:3])[CH3:2].N1C=CC=CC=1.[CH:39]1([C:44](Cl)=[O:45])[CH2:43][CH2:42][CH2:41][CH2:40]1, predict the reaction product. The product is: [C:11]([O:10][C:9]([N:8]([C:6]([O:5][C:1]([CH3:2])([CH3:3])[CH3:4])=[O:7])[C@@H:16]1[C:17](=[O:32])[O:18][C@@H:19]([CH3:31])[C@H:20]([O:26][CH2:27][CH:28]([CH3:29])[CH3:30])[C@@H:21]([O:25][C:44]([CH:39]2[CH2:43][CH2:42][CH2:41][CH2:40]2)=[O:45])[CH2:22][CH2:23][CH2:24]1)=[O:15])([CH3:14])([CH3:13])[CH3:12]. (4) Given the reactants [C:1]([O:5][C:6](=[O:19])[NH:7][C@@H:8]([C@@H:16]1[CH2:18][O:17]1)[CH2:9][C:10]1[CH:15]=[CH:14][CH:13]=[CH:12][CH:11]=1)([CH3:4])([CH3:3])[CH3:2].[NH:20]1[CH2:27][CH2:26][CH2:25][C@H:21]1[C:22]([NH2:24])=[O:23], predict the reaction product. The product is: [C:1]([O:5][C:6](=[O:19])[NH:7][C@H:8]([CH2:9][C:10]1[CH:15]=[CH:14][CH:13]=[CH:12][CH:11]=1)[C@@H:16]([OH:17])[CH2:18][N:20]1[CH2:27][CH2:26][CH2:25][C@H:21]1[C:22](=[O:23])[NH2:24])([CH3:4])([CH3:3])[CH3:2]. (5) Given the reactants Cl[C:2]1[N:3]=[N:4][C:5]([CH3:11])=[C:6]([CH3:10])[C:7]=1[C:8]#[N:9].[C:12]([O:16][CH3:17])(=[O:15])[CH2:13][SH:14].C(=O)([O-])[O-].[K+].[K+], predict the reaction product. The product is: [NH2:9][C:8]1[C:7]2[C:6]([CH3:10])=[C:5]([CH3:11])[N:4]=[N:3][C:2]=2[S:14][C:13]=1[C:12]([O:16][CH3:17])=[O:15]. (6) Given the reactants [CH:1]1([C:4]#[C:5][C:6]2[CH:11]=[C:10]([O:12][CH3:13])[CH:9]=[CH:8][C:7]=2[C:14](=[O:22])[CH2:15][C:16]2[CH:21]=[CH:20][CH:19]=[CH:18][CH:17]=2)[CH2:3][CH2:2]1.C[Si]([N-][Si](C)(C)C)(C)C.[K+], predict the reaction product. The product is: [CH:1]1([C:4]2[C:15]([C:16]3[CH:17]=[CH:18][CH:19]=[CH:20][CH:21]=3)=[C:14]([OH:22])[C:7]3[C:6]([CH:5]=2)=[CH:11][C:10]([O:12][CH3:13])=[CH:9][CH:8]=3)[CH2:2][CH2:3]1. (7) Given the reactants Br[C:2]([F:9])([F:8])[C:3]([O:5][CH2:6][CH3:7])=[O:4].BrC(Br)C.[CH:14]12[CH2:23][CH:18]3[CH2:19][CH:20]([CH2:22][CH:16]([CH2:17]3)[CH:15]1C=O)[CH2:21]2.B(OC)(OC)[O:27][CH3:28].Cl, predict the reaction product. The product is: [C:14]12([CH:28]([OH:27])[C:2]([F:9])([F:8])[C:3]([O:5][CH2:6][CH3:7])=[O:4])[CH2:15][CH:16]3[CH2:17][CH:18]([CH2:19][CH:20]([CH2:22]3)[CH2:21]1)[CH2:23]2.